From a dataset of Full USPTO retrosynthesis dataset with 1.9M reactions from patents (1976-2016). Predict the reactants needed to synthesize the given product. (1) Given the product [N:1]1[CH:6]=[CH:5][C:4]([CH2:7][NH:11][CH2:9][CH3:10])=[CH:3][CH:2]=1, predict the reactants needed to synthesize it. The reactants are: [N:1]1[CH:6]=[CH:5][C:4]([CH:7]=O)=[CH:3][CH:2]=1.[CH2:9]([NH2:11])[CH3:10].[BH4-].[Na+].O. (2) Given the product [CH2:25]([O:27]/[N:28]=[C:21](/[C:18]1[N:17]=[C:16]2[N:12]([CH2:11][C:7]3[CH:6]=[C:5]4[C:10](=[CH:9][CH:8]=3)[N:1]=[CH:2][CH:3]=[CH:4]4)[N:13]=[N:14][C:15]2=[N:20][CH:19]=1)\[CH3:22])[CH3:26], predict the reactants needed to synthesize it. The reactants are: [N:1]1[C:10]2[C:5](=[CH:6][C:7]([CH2:11][N:12]3[C:16]4=[N:17][C:18]([C:21](=O)[CH3:22])=[CH:19][N:20]=[C:15]4[N:14]=[N:13]3)=[CH:8][CH:9]=2)[CH:4]=[CH:3][CH:2]=1.Cl.[CH2:25]([O:27][NH2:28])[CH3:26]. (3) Given the product [Cl:1][C:2]1[CH:7]=[C:6]([NH2:8])[CH:5]=[C:4]([C:11]([F:13])([F:14])[F:12])[C:3]=1[O:15][C:16]1[CH:17]=[CH:18][C:19]([S:22]([CH3:25])(=[O:23])=[O:24])=[CH:20][CH:21]=1, predict the reactants needed to synthesize it. The reactants are: [Cl:1][C:2]1[CH:7]=[C:6]([N+:8]([O-])=O)[CH:5]=[C:4]([C:11]([F:14])([F:13])[F:12])[C:3]=1[O:15][C:16]1[CH:21]=[CH:20][C:19]([S:22]([CH3:25])(=[O:24])=[O:23])=[CH:18][CH:17]=1. (4) Given the product [C:57]([O:56][O:55][C:46]([CH2:49][CH3:50])([CH3:48])[CH3:47])([CH2:60][CH3:61])([CH3:59])[CH3:58], predict the reactants needed to synthesize it. The reactants are: C(OOC(C)(CCC(OOC(C)(C)C)(C)C)C)(C)(C)C.C(OOC(C1C=CC=CC=1)(C)C)(C)(C)C.C(OOC(C)(C)C)(C)(C)C.[C:46]([O:55][O:56][C:57]([C:60]1C=CC=C[CH:61]=1)([CH3:59])[CH3:58])([C:49]1C=CC=C[CH:50]=1)([CH3:48])[CH3:47].C(OC(=O)CCC(OOC(C)(C)C)(OOC(C)(C)C)C)CCC.C(OOC1(OOC(C)(C)C)CC(C)CC(C)(C)C1)(C)(C)C.C(OOOC(C)(C)C)(=O)C1C=CC=CC=1.